Binary Classification. Given a miRNA mature sequence and a target amino acid sequence, predict their likelihood of interaction. From a dataset of Experimentally validated miRNA-target interactions with 360,000+ pairs, plus equal number of negative samples. (1) The miRNA is hsa-miR-3189-3p with sequence CCCUUGGGUCUGAUGGGGUAG. The protein sequence of the target gene is MTNSSSTSTSTTTGGSLLLLCEEEESWAGRRIPVSLLYSGLAIGGTLANGMVIYLVSSFRKLQTTSNAFIVNGCAADLSVCALWMPQEAVLGLLPSGSAEPPGDWDGGGGSYRLLRGGLLGLGLTVSLLSHCLVALNRYLLITRAPATYQVLYQRRHTVGMLALSWALALGLVLLLPPWAPKPGAEPPQVHYPALLAAGALLAQTALLLHCYLGIVRRVRVSVKRVSVLNFHLLHQLPGCAAAAAAFPAAPHAPGPGGAAHPAQPQPLPAALQPRRAQRRLSGLSVLLLCCVFLLATQPL.... Result: 0 (no interaction). (2) The miRNA is hsa-miR-7-5p with sequence UGGAAGACUAGUGAUUUUGUUGUU. The protein sequence of the target gene is MSCQQSQQQCQPPPKCTPKCPPKCPTPKCPPKCPPKCPPVSSCCSVSSGGCCGSSSGGSCGSSSGGCCSSGGGGCCLSHHRHHRSHRHRPQSSDCCSQPSGGSSCCGGGSGQHSGGCC. Result: 1 (interaction). (3) The protein sequence of the target gene is MKSVLLLTTLLVPAHLVAAWSNNYAVDCPQHCDSSECKSSPRCKRTVLDDCGCCRVCAAGRGETCYRTVSGMDGMKCGPGLRCQPSNGEDPFGEEFGICKDCPYGTFGMDCRETCNCQSGICDRGTGKCLKFPFFQYSVTKSSNRFVSLTEHDMASGDGNIVREEVVKENAAGSPVMRKWLNPR. The miRNA is mmu-miR-7042-3p with sequence UGUCCCUUUGUUUUCUCUCAG. Result: 0 (no interaction). (4) The protein sequence of the target gene is MAGSPLLCGPRAGGVGILVLLLLGLLRLPPTLSARPVKEPRSLSAASAPLVETSTPLRLRRAVPRGEAAGAVQELARALAHLLEAERQERARAEAQEAEDQQARVLAQLLRAWGSPRASDPPLAPDDDPDAPAAQLARALLRARLDPAALAAQLVPAPAAAPRPRPPVYDDGPTGPDVEDAGDETPDVDPELLRYLLGRILTGSSEPEAAPAPRRLRRSVDQDLGPEVPPENVLGALLRVKRLENPSPQAPARRLLPP. The miRNA is hsa-miR-4709-5p with sequence ACAACAGUGACUUGCUCUCCAA. Result: 0 (no interaction). (5) The miRNA is mmu-miR-3064-5p with sequence UCUGGCUGUUGUGGUGUGCAAA. The protein sequence of the target gene is MVPVLLILVGALATLQADLLNHKKFLLLPPVNFTIKATGLAQVLLHWDPNPDQEQRHVDLEYHVKINAPQEDEYDTRKTESKCVTPLHEGFAASVRTILKSSHTTLASSWVSAELKAPPGSPGTSVTNLTCTTHTVVSSHTHLRPYQVSLRCTWLVGKDAPEDTQYFLYYRFGVLTEKCQEYSRDALNRNTACWFPRTFINSKGFEQLAVHINGSSKRAAIKPFDQLFSPLAIDQVNPPRNVTVEIESNSLYIQWEKPLSAFPDHCFNYELKIYNTKNGHIQKEKLIANKFISKIDDVST.... Result: 1 (interaction). (6) The miRNA is mmu-miR-34b-3p with sequence AAUCACUAACUCCACUGCCAUC. The protein sequence of the target gene is MMSSSYWSETSSSSCGTQQPTEVLQCQPQHYHYYHQPSQAQQPPEKNVVYERVRTYSGPMNKVVQALDPLGSREVLSPLKPASSYQSLVWSDHSQELYSPTLKISTCAPSTLHITQNAEQELHSPTVKVTTYPQTTIRRYIVQNPEQEPLSPFLRGSQFFPGNNVIYEKTIRKVEKLNTDQECCPQIQCHHHVIQQPQIIHSPHCQQSHSSHQIQCITENDSNIGHELCHGGPSQIHEQVIIQDDGPEKLDPKYFGELLADLSRKNTDLYHCLLEHLERIGGSKQDFESTDTSEDIESLI.... Result: 1 (interaction). (7) The protein sequence of the target gene is MAHRGPSRASKGPGPTARAPSPGAPPPPRSPRSRPLLLLLLLLGACGAAGRSPEPGRLGPHAQLTRVPRSPPAGRAEPGGGEDRQARGTEPGAPGPSPGPAPGPGEDGAPAAGYRRWERAAPLAGVASRAQVSLISTSFVLKGDATHNQAMVHWTGENSSVILILTKYYHADMGKVLESSLWRSSDFGTSYTKLTLQPGVTTVIDNFYICPTNKRKVILVSSSLSDRDQSLFLSADEGATFQKQPIPFFVETLIFHPKEEDKVLAYTKESKLYVSSDLGKKWTLLQERVTKDHVFWSVSG.... Result: 1 (interaction). The miRNA is hsa-miR-1249-5p with sequence AGGAGGGAGGAGAUGGGCCAAGUU.